Dataset: Full USPTO retrosynthesis dataset with 1.9M reactions from patents (1976-2016). Task: Predict the reactants needed to synthesize the given product. (1) Given the product [F:25][C:11]1[CH:10]=[C:9]([NH:8][C:6]2[CH:5]=[CH:4][N:3]=[C:2]([NH2:1])[N:7]=2)[CH:14]=[CH:13][C:12]=1[O:15][C:16]1[CH:17]=[C:18]2[C:22](=[CH:23][CH:24]=1)[NH:21][N:20]=[CH:19]2, predict the reactants needed to synthesize it. The reactants are: [NH2:1][C:2]1[N:7]=[C:6]([NH:8][C:9]2[CH:14]=[CH:13][C:12]([O:15][C:16]3[CH:17]=[C:18]4[C:22](=[CH:23][CH:24]=3)[NH:21][N:20]=[CH:19]4)=[C:11]([F:25])[CH:10]=2)[CH:5]=[C:4](Cl)[N:3]=1. (2) Given the product [Br:26][C:27]1[CH:32]=[C:31]([CH:30]=[CH:29][C:28]=1[Cl:35])[CH2:21][S:20][C:15]1[C:12]2[CH2:13][CH2:14][N:8]([C:6]([O:5][C:1]([CH3:4])([CH3:3])[CH3:2])=[O:7])[CH2:9][CH2:10][C:11]=2[CH:18]=[CH:17][C:16]=1[Cl:19], predict the reactants needed to synthesize it. The reactants are: [C:1]([O:5][C:6]([N:8]1[CH2:14][CH2:13][C:12]2[C:15]([S:20][C:21](=O)N(C)C)=[C:16]([Cl:19])[CH:17]=[CH:18][C:11]=2[CH2:10][CH2:9]1)=[O:7])([CH3:4])([CH3:3])[CH3:2].[Br:26][C:27]1[CH:32]=[C:31](CBr)[CH:30]=[CH:29][C:28]=1[Cl:35]. (3) Given the product [CH2:1]([O:3][C:4]([C@@H:6]1[CH2:10][CH2:9][CH2:8][C@@H:7]1[N:11]([CH2:12][CH2:13][C:14]([CH3:16])([CH3:15])[CH3:17])[C:34](=[O:35])[CH2:33][C:28]1[NH:27][C:26]2[CH:37]=[CH:38][C:23]([NH:22][S:19]([CH3:18])(=[O:21])=[O:20])=[CH:24][C:25]=2[S:30](=[O:31])(=[O:32])[N:29]=1)=[O:5])[CH3:2], predict the reactants needed to synthesize it. The reactants are: [CH2:1]([O:3][C:4]([C@@H:6]1[CH2:10][CH2:9][CH2:8][C@@H:7]1[NH:11][CH2:12][CH2:13][C:14]([CH3:17])([CH3:16])[CH3:15])=[O:5])[CH3:2].[CH3:18][S:19]([NH:22][C:23]1[CH:38]=[CH:37][C:26]2[NH:27][C:28]([CH2:33][C:34](O)=[O:35])=[N:29][S:30](=[O:32])(=[O:31])[C:25]=2[CH:24]=1)(=[O:21])=[O:20].C1(N=C=NC2CCCCC2)CCCCC1.